From a dataset of Full USPTO retrosynthesis dataset with 1.9M reactions from patents (1976-2016). Predict the reactants needed to synthesize the given product. (1) Given the product [F:16][C:10]1[CH:9]=[C:8]([C:5]2[N:4]=[CH:3][C:2]([NH:17][C:18]3[CH:23]=[CH:22][CH:21]=[CH:20][CH:19]=3)=[CH:7][N:6]=2)[CH:13]=[CH:12][C:11]=1[O:14][CH3:15], predict the reactants needed to synthesize it. The reactants are: Br[C:2]1[CH:3]=[N:4][C:5]([C:8]2[CH:13]=[CH:12][C:11]([O:14][CH3:15])=[C:10]([F:16])[CH:9]=2)=[N:6][CH:7]=1.[NH2:17][C:18]1[CH:23]=[CH:22][CH:21]=[CH:20][CH:19]=1.C1C=CC(P(C2C(C3C(P(C4C=CC=CC=4)C4C=CC=CC=4)=CC=C4C=3C=CC=C4)=C3C(C=CC=C3)=CC=2)C2C=CC=CC=2)=CC=1.CC([O-])(C)C.[Na+]. (2) The reactants are: Cl.[N:2]1([CH2:7][C:8]([OH:10])=O)[CH2:6][CH2:5][CH2:4][CH2:3]1.[NH2:11][C@@H:12]([CH2:30][O:31][CH2:32][C:33]1[CH:38]=[CH:37][CH:36]=[CH:35][CH:34]=1)[C:13]([NH:15][C:16]1[CH:21]=[CH:20][C:19]([O:22][C:23]2[CH:28]=[CH:27][C:26]([F:29])=[CH:25][CH:24]=2)=[CH:18][CH:17]=1)=[O:14]. Given the product [CH2:32]([O:31][CH2:30][C@H:12]([NH:11][C:8](=[O:10])[CH2:7][N:2]1[CH2:3][CH2:4][CH2:5][CH2:6]1)[C:13]([NH:15][C:16]1[CH:21]=[CH:20][C:19]([O:22][C:23]2[CH:28]=[CH:27][C:26]([F:29])=[CH:25][CH:24]=2)=[CH:18][CH:17]=1)=[O:14])[C:33]1[CH:38]=[CH:37][CH:36]=[CH:35][CH:34]=1, predict the reactants needed to synthesize it. (3) Given the product [NH2:1][C:2]1[N:3]=[C:4]([NH2:9])[C:5]2[C:23]([CH3:25])=[C:17]([CH2:10][C:11]3[CH:16]=[CH:15][CH:14]=[CH:13][CH:12]=3)[C:18](=[O:19])[NH:8][C:6]=2[N:7]=1, predict the reactants needed to synthesize it. The reactants are: [NH2:1][C:2]1[N:7]=[C:6]([NH2:8])[CH:5]=[C:4]([NH2:9])[N:3]=1.[CH2:10]([CH:17]([C:23]([CH3:25])=O)[C:18](OCC)=[O:19])[C:11]1[CH:16]=[CH:15][CH:14]=[CH:13][CH:12]=1.CO. (4) The reactants are: [NH2:1][C@@H:2]([CH2:10][C:11]1[CH:16]=[CH:15][C:14]([O:17][CH2:18][C:19]2[CH:24]=[CH:23][CH:22]=[CH:21][CH:20]=2)=[CH:13][CH:12]=1)[C:3]([NH:5][C:6]([CH3:9])([CH3:8])[CH3:7])=[O:4].[ClH:25]. Given the product [ClH:25].[NH2:1][C@@H:2]([CH2:10][C:11]1[CH:12]=[CH:13][C:14]([O:17][CH2:18][C:19]2[CH:24]=[CH:23][CH:22]=[CH:21][CH:20]=2)=[CH:15][CH:16]=1)[C:3]([NH:5][C:6]([CH3:8])([CH3:7])[CH3:9])=[O:4], predict the reactants needed to synthesize it. (5) Given the product [N:24]1[CH:25]=[CH:26][C:21]([C:19]#[C:20][C:2]2[C:10]3[NH:9][C:8]4[CH:11]5[CH2:17][CH2:16][N:14]([CH2:15][C:7]=4[C:6]=3[CH:5]=[CH:4][CH:3]=2)[CH2:13][CH2:12]5)=[CH:22][CH:23]=1, predict the reactants needed to synthesize it. The reactants are: Br[C:2]1[C:10]2[NH:9][C:8]3[CH:11]4[CH2:17][CH2:16][N:14]([CH2:15][C:7]=3[C:6]=2[CH:5]=[CH:4][CH:3]=1)[CH2:13][CH2:12]4.Cl.[C:19]([C:21]1[CH:26]=[CH:25][N:24]=[CH:23][CH:22]=1)#[CH:20].[O-]S([O-])(=O)=O.[Mg+2]. (6) The reactants are: [OH:1][C:2]1[CH:10]=[CH:9][C:8]([C:11]2[N:12]([C:22]([O:24][C:25]([CH3:28])([CH3:27])[CH3:26])=[O:23])[C:13]3[C:18]([CH:19]=2)=[CH:17][C:16]([CH:20]=[O:21])=[CH:15][CH:14]=3)=[C:7]2[C:3]=1[CH2:4][NH:5][C:6]2=[O:29].C(N(CC)CC)C.[F:37][C:38]([F:44])([F:43])[S:39](Cl)(=[O:41])=[O:40]. Given the product [F:37][C:38]([F:44])([F:43])[S:39]([O:1][C:2]1[CH:10]=[CH:9][C:8]([C:11]2[N:12]([C:22]([O:24][C:25]([CH3:26])([CH3:28])[CH3:27])=[O:23])[C:13]3[C:18]([CH:19]=2)=[CH:17][C:16]([CH:20]=[O:21])=[CH:15][CH:14]=3)=[C:7]2[C:3]=1[CH2:4][NH:5][C:6]2=[O:29])(=[O:41])=[O:40], predict the reactants needed to synthesize it. (7) Given the product [Cl:1][C:2]1[CH:8]=[CH:7][CH:6]=[C:5]([S:9][C:10]2[C:15]([N+:16]([O-:18])=[O:17])=[CH:14][CH:13]=[CH:12][C:11]=2[Cl:19])[C:3]=1[NH:4][CH:20]=[O:21], predict the reactants needed to synthesize it. The reactants are: [Cl:1][C:2]1[CH:8]=[CH:7][CH:6]=[C:5]([S:9][C:10]2[C:15]([N+:16]([O-:18])=[O:17])=[CH:14][CH:13]=[CH:12][C:11]=2[Cl:19])[C:3]=1[NH2:4].[CH:20](O)=[O:21]. (8) The reactants are: [CH2:1]([N:5]1[C:10](=[O:11])[C:9]([CH2:12]OS(C)(=O)=O)=[CH:8][C:7]([C:18]2[CH:23]=[CH:22][C:21]([S:24]([CH3:27])(=[O:26])=[O:25])=[CH:20][CH:19]=2)=[N:6]1)[CH:2]([CH3:4])[CH3:3].[CH3:28][N:29]1[CH2:34][CH2:33][NH:32][CH2:31][CH2:30]1. Given the product [CH2:1]([N:5]1[C:10](=[O:11])[C:9]([CH2:12][N:32]2[CH2:33][CH2:34][N:29]([CH3:28])[CH2:30][CH2:31]2)=[CH:8][C:7]([C:18]2[CH:19]=[CH:20][C:21]([S:24]([CH3:27])(=[O:26])=[O:25])=[CH:22][CH:23]=2)=[N:6]1)[CH:2]([CH3:4])[CH3:3], predict the reactants needed to synthesize it. (9) Given the product [CH2:1]1[CH2:6][CH2:5][C:4]([C:11]2[CH:12]=[CH:13][C:8]([OH:14])=[CH:9][CH:10]=2)([C:4]2[CH:5]=[CH:6][C:1]([OH:7])=[CH:2][CH:3]=2)[CH2:3][CH2:2]1, predict the reactants needed to synthesize it. The reactants are: [C:1]1([OH:7])[CH:6]=[CH:5][CH:4]=[CH:3][CH:2]=1.[C:8]1(=[O:14])[CH2:13][CH2:12][CH2:11][CH2:10][CH2:9]1.Cl.